Dataset: Catalyst prediction with 721,799 reactions and 888 catalyst types from USPTO. Task: Predict which catalyst facilitates the given reaction. Reactant: [NH2:1][CH2:2][C@@H:3]([OH:6])[CH2:4][CH3:5].[C:7]([Si:11](Cl)([CH3:13])[CH3:12])([CH3:10])([CH3:9])[CH3:8].N1C=CN=C1. Product: [Si:11]([O:6][C@@H:3]([CH2:4][CH3:5])[CH2:2][NH2:1])([C:7]([CH3:10])([CH3:9])[CH3:8])([CH3:13])[CH3:12]. The catalyst class is: 3.